This data is from Full USPTO retrosynthesis dataset with 1.9M reactions from patents (1976-2016). The task is: Predict the reactants needed to synthesize the given product. (1) Given the product [C:6]([C:10]1[CH:15]=[CH:14][C:13]([NH:16][C:17]([NH:1][CH2:2][CH2:3][CH2:4][OH:5])=[O:18])=[CH:12][CH:11]=1)([CH3:9])([CH3:7])[CH3:8], predict the reactants needed to synthesize it. The reactants are: [NH2:1][CH2:2][CH2:3][CH2:4][OH:5].[C:6]([C:10]1[CH:15]=[CH:14][C:13]([N:16]=[C:17]=[O:18])=[CH:12][CH:11]=1)([CH3:9])([CH3:8])[CH3:7].C(OCC)(=O)C. (2) Given the product [CH2:44]([N:46]([CH2:49][CH3:50])[CH2:47][CH3:48])[CH3:45].[F:1][C:2]1[CH:7]=[C:6]([O:8][C:9]2[CH:14]=[CH:13][N:12]=[C:11]([NH:15][C:16]([N:18]3[CH2:19][CH:20]([OH:22])[CH2:21]3)=[O:17])[CH:10]=2)[C:5]([F:23])=[CH:4][C:3]=1[NH:24][C:25]([C:27]1([C:30]([OH:32])=[O:31])[CH2:29][CH2:28]1)=[O:26], predict the reactants needed to synthesize it. The reactants are: [F:1][C:2]1[CH:7]=[C:6]([O:8][C:9]2[CH:14]=[CH:13][N:12]=[C:11]([NH:15][C:16]([N:18]3[CH2:21][CH:20]([OH:22])[CH2:19]3)=[O:17])[CH:10]=2)[C:5]([F:23])=[CH:4][C:3]=1[NH:24][C:25]([C:27]1([C:30]([O:32]CC2C=CC=CC=2)=[O:31])[CH2:29][CH2:28]1)=[O:26].CO.[H][H].[CH2:44]([N:46]([CH2:49][CH3:50])[CH2:47][CH3:48])[CH3:45]. (3) Given the product [C:3]1([N:8]2[C:21]3[CH:22]=[CH:23][CH:24]=[CH:25][C:20]=3[N:19]=[C:11]2[C:12]2[CH:13]=[N:14][CH:15]=[CH:16][CH:17]=2)[CH:4]=[CH:5][CH:6]=[CH:7][CH:2]=1, predict the reactants needed to synthesize it. The reactants are: I[C:2]1[CH:7]=[CH:6][CH:5]=[CH:4][C:3]=1[N+:8]([O-])=O.[C:11]([NH:19][C:20]1[CH:25]=[CH:24][CH:23]=[CH:22][CH:21]=1)(=O)[C:12]1[CH:17]=[CH:16][CH:15]=[N:14][CH:13]=1. (4) Given the product [F:1][C:2]([F:40])([F:41])[C@@H:3]([NH:10][C@@H:11]([CH2:35][C:36]([F:39])([CH3:37])[CH3:38])[C:12]([NH:14][C@@H:15]([CH2:33][CH3:34])[CH2:16][NH:17][C:18]1[CH:30]=[CH:29][C:21]([O:22][CH:23]([CH3:28])[C:24]([OH:26])=[O:25])=[CH:20][C:19]=1[O:31][CH3:32])=[O:13])[C:4]1[CH:5]=[CH:6][CH:7]=[CH:8][CH:9]=1, predict the reactants needed to synthesize it. The reactants are: [F:1][C:2]([F:41])([F:40])[C@@H:3]([NH:10][C@@H:11]([CH2:35][C:36]([F:39])([CH3:38])[CH3:37])[C:12]([NH:14][C@@H:15]([CH2:33][CH3:34])[CH2:16][NH:17][C:18]1[CH:30]=[CH:29][C:21]([O:22][CH:23]([CH3:28])[C:24]([O:26]C)=[O:25])=[CH:20][C:19]=1[O:31][CH3:32])=[O:13])[C:4]1[CH:9]=[CH:8][CH:7]=[CH:6][CH:5]=1.[OH-].C[Sn+](C)C. (5) Given the product [NH:1]1[C:9]2[C:4](=[CH:5][CH:6]=[CH:7][CH:8]=2)[C:3]([CH2:10][C:11]2([C:21]([OH:23])=[O:22])[O:15][N:14]=[C:13]([C:16]([OH:18])=[O:17])[CH2:12]2)=[CH:2]1, predict the reactants needed to synthesize it. The reactants are: [NH:1]1[C:9]2[C:4](=[CH:5][CH:6]=[CH:7][CH:8]=2)[C:3]([CH2:10][C:11]2([C:21]([O:23]CC)=[O:22])[O:15][N:14]=[C:13]([C:16]([O:18]CC)=[O:17])[CH2:12]2)=[CH:2]1.O.[OH-].[Li+]. (6) Given the product [C:29]([C:33]1[CH:38]=[CH:37][C:36]([C:23]2[CH:22]=[CH:21][C:20]([CH2:19][CH:14]([C:11]3[CH:10]=[CH:9][C:8]([C:7]([NH:6][CH2:5][CH2:4][C:3]([OH:28])=[O:2])=[O:27])=[CH:13][CH:12]=3)[CH2:15][CH:16]([CH3:18])[CH3:17])=[CH:25][CH:24]=2)=[CH:35][CH:34]=1)([CH3:32])([CH3:31])[CH3:30], predict the reactants needed to synthesize it. The reactants are: C[O:2][C:3](=[O:28])[CH2:4][CH2:5][NH:6][C:7](=[O:27])[C:8]1[CH:13]=[CH:12][C:11]([C:14](=[CH:19][C:20]2[CH:25]=[CH:24][C:23](Br)=[CH:22][CH:21]=2)[CH2:15][CH:16]([CH3:18])[CH3:17])=[CH:10][CH:9]=1.[C:29]([C:33]1[CH:38]=[CH:37][C:36](B(O)O)=[CH:35][CH:34]=1)([CH3:32])([CH3:31])[CH3:30].[F-].[K+].